The task is: Predict the product of the given reaction.. This data is from Forward reaction prediction with 1.9M reactions from USPTO patents (1976-2016). The product is: [Cl:12][C:8]1[C:3]([OH:2])=[N:4][CH:5]=[C:6]([N+:9]([O-:11])=[O:10])[CH:7]=1. Given the reactants Cl.[OH:2][C:3]1[CH:8]=[CH:7][C:6]([N+:9]([O-:11])=[O:10])=[CH:5][N:4]=1.[Cl:12]([O-])(=O)=O.[K+], predict the reaction product.